This data is from Catalyst prediction with 721,799 reactions and 888 catalyst types from USPTO. The task is: Predict which catalyst facilitates the given reaction. (1) Product: [C:1]([C:3]1[CH:4]=[C:5]([S:10]([NH:14][C:15]2[CH:20]=[CH:19][CH:18]=[CH:17][CH:16]=2)(=[O:12])=[O:11])[CH:6]=[CH:7][C:8]=1[F:9])#[N:2]. The catalyst class is: 5. Reactant: [C:1]([C:3]1[CH:4]=[C:5]([S:10](Cl)(=[O:12])=[O:11])[CH:6]=[CH:7][C:8]=1[F:9])#[N:2].[NH2:14][C:15]1[CH:20]=[CH:19][CH:18]=[CH:17][CH:16]=1. (2) Reactant: [C:1]1([S:7]([N:10]2[C:14]3=[N:15][CH:16]=[CH:17][C:18]([C:19]4[CH:24]=[CH:23][C:22]([S:25]([N:28]5[CH2:32][CH2:31][CH2:30][CH2:29]5)(=[O:27])=[O:26])=[CH:21][CH:20]=4)=[C:13]3[CH:12]=[C:11]2[CH2:33][OH:34])(=[O:9])=[O:8])[CH:6]=[CH:5][CH:4]=[CH:3][CH:2]=1.[CH3:35][S:36](O[S:36]([CH3:35])(=[O:38])=[O:37])(=[O:38])=[O:37]. Product: [CH3:35][S:36]([O:34][CH2:33][C:11]1[N:10]([S:7]([C:1]2[CH:2]=[CH:3][CH:4]=[CH:5][CH:6]=2)(=[O:9])=[O:8])[C:14]2=[N:15][CH:16]=[CH:17][C:18]([C:19]3[CH:24]=[CH:23][C:22]([S:25]([N:28]4[CH2:32][CH2:31][CH2:30][CH2:29]4)(=[O:27])=[O:26])=[CH:21][CH:20]=3)=[C:13]2[CH:12]=1)(=[O:38])=[O:37]. The catalyst class is: 2. (3) The catalyst class is: 458. Product: [NH2:8][C:6]1[CH:5]=[CH:4][C:3]([C:11]([CH3:26])([CH3:27])[CH2:12][NH:13][C:14]([C:16]2[C:24]3[C:19](=[CH:20][CH:21]=[CH:22][CH:23]=3)[N:18]([CH3:25])[N:17]=2)=[O:15])=[C:2]([Cl:1])[CH:7]=1. Reactant: [Cl:1][C:2]1[CH:7]=[C:6]([N+:8]([O-])=O)[CH:5]=[CH:4][C:3]=1[C:11]([CH3:27])([CH3:26])[CH2:12][NH:13][C:14]([C:16]1[C:24]2[C:19](=[CH:20][CH:21]=[CH:22][CH:23]=2)[N:18]([CH3:25])[N:17]=1)=[O:15]. (4) Reactant: Cl[C:2]1[N:3]=[C:4]([NH:18][C:19]2[CH:24]=[C:23]([CH3:25])[CH:22]=[CH:21][N:20]=2)[C:5]2[N:10]([CH2:11][CH2:12][O:13][CH2:14][CH3:15])[N:9]=[C:8]([CH2:16][CH3:17])[C:6]=2[N:7]=1.[NH:26]1[CH2:34][CH2:33][CH:29]([C:30]([OH:32])=[O:31])[CH2:28][CH2:27]1.C(=O)([O-])[O-].[Cs+].[Cs+].CS(C)=O. Product: [CH2:14]([O:13][CH2:12][CH2:11][N:10]1[C:5]2[C:4]([NH:18][C:19]3[CH:24]=[C:23]([CH3:25])[CH:22]=[CH:21][N:20]=3)=[N:3][C:2]([N:26]3[CH2:34][CH2:33][CH:29]([C:30]([OH:32])=[O:31])[CH2:28][CH2:27]3)=[N:7][C:6]=2[C:8]([CH2:16][CH3:17])=[N:9]1)[CH3:15]. The catalyst class is: 84. (5) Reactant: COC(C)(C)C.[Br:7][C:8]1[CH:15]=[CH:14][C:13]([N+:16]([O-:18])=[O:17])=[CH:12][C:9]=1[CH2:10][NH2:11].C(=O)([O-])O.[Na+].[C:24](O[C:24]([O:26][C:27]([CH3:30])([CH3:29])[CH3:28])=[O:25])([O:26][C:27]([CH3:30])([CH3:29])[CH3:28])=[O:25]. Product: [C:27]([O:26][C:24](=[O:25])[NH:11][CH2:10][C:9]1[CH:12]=[C:13]([N+:16]([O-:18])=[O:17])[CH:14]=[CH:15][C:8]=1[Br:7])([CH3:30])([CH3:29])[CH3:28]. The catalyst class is: 6. (6) Reactant: CS(O[CH2:6][CH2:7][C:8]1[N:12]([CH3:13])[N:11]=[CH:10][CH:9]=1)(=O)=O.[N-:14]=[N+]=[N-].[Na+].O. Product: [CH3:13][N:12]1[C:8]([CH2:7][CH2:6][NH2:14])=[CH:9][CH:10]=[N:11]1. The catalyst class is: 3. (7) Product: [CH3:29][O:30][C:31]1[CH:38]=[CH:37][C:34]([CH2:35][N:7]2[CH2:6][CH2:5][N:4]([C:9]3[CH:14]=[CH:13][CH:12]=[CH:11][C:10]=3/[CH:15]=[CH:16]/[C:17]([O:19][CH2:20][CH3:21])=[O:18])[C:3](=[O:2])[CH2:8]2)=[CH:33][CH:32]=1. The catalyst class is: 478. Reactant: Cl.[O:2]=[C:3]1[CH2:8][NH:7][CH2:6][CH2:5][N:4]1[C:9]1[CH:14]=[CH:13][CH:12]=[CH:11][C:10]=1/[CH:15]=[CH:16]/[C:17]([O:19][CH2:20][CH3:21])=[O:18].C(N(CC)CC)C.[CH3:29][O:30][C:31]1[CH:38]=[CH:37][C:34]([CH:35]=O)=[CH:33][CH:32]=1.C(O[BH-](OC(=O)C)OC(=O)C)(=O)C.[Na+]. (8) Reactant: [S:1]1[CH:5]=[C:4]([C:6]2[NH:7][C:8]3[CH:14]=[C:13]([NH2:15])[CH:12]=[CH:11][C:9]=3[N:10]=2)[N:3]=[CH:2]1.[OH:16][C@:17]([C:22]1[CH:27]=[CH:26][CH:25]=[CH:24][CH:23]=1)([CH3:21])[C:18]([OH:20])=[O:19].C(N(C(C)C)CC)(C)C.F[P-](F)(F)(F)(F)F.N1(O[P+](N2CCCC2)(N2CCCC2)N2CCCC2)C2C=CC=CC=2N=N1. Product: [OH:16][C@:17]([C:22]1[CH:27]=[CH:26][CH:25]=[CH:24][CH:23]=1)([CH3:21])[C:18]([NH:15][C:13]1[CH:12]=[CH:11][C:9]2[NH:10][C:6]([C:4]3[N:3]=[CH:2][S:1][CH:5]=3)=[N:7][C:8]=2[CH:14]=1)=[O:19].[C:22]1([C@H:17]([CH3:21])[C:18]([NH:15][C:13]2[CH:12]=[CH:11][C:9]3[NH:10][C:6]([C:4]4[N:3]=[CH:2][S:1][CH:5]=4)=[N:7][C:8]=3[CH:14]=2)=[O:20])[CH:27]=[CH:26][CH:25]=[CH:24][CH:23]=1. The catalyst class is: 9. (9) Reactant: [CH3:1][N:2]1[C:7](=[O:8])[CH:6]=[C:5]([N:9]2[CH2:14][CH2:13][O:12][CH2:11][CH2:10]2)[N:4]=[C:3]1[CH2:15][C:16]([O-:18])=O.[Na+].[CH3:20][CH:21]1[CH2:29][C:28]2[C:23](=[CH:24][CH:25]=[CH:26][CH:27]=2)[NH:22]1.Cl.CN(C)CCCN=C=NCC. Product: [CH3:1][N:2]1[C:7](=[O:8])[CH:6]=[C:5]([N:9]2[CH2:10][CH2:11][O:12][CH2:13][CH2:14]2)[N:4]=[C:3]1[CH2:15][C:16]([N:22]1[C:23]2[C:28](=[CH:27][CH:26]=[CH:25][CH:24]=2)[CH2:29][CH:21]1[CH3:20])=[O:18]. The catalyst class is: 672.